This data is from Reaction yield outcomes from USPTO patents with 853,638 reactions. The task is: Predict the reaction yield, written as a fraction of the theoretical maximum amount of product (1.0 means a 100% yield; for example, 0.34 means a 34% yield). (1) The reactants are [O:1]=[C:2]([CH3:9])[CH2:3][C:4]([O:6][CH2:7][CH3:8])=[O:5].O[CH2:11][N:12]1[C:20](=[O:21])[C:19]2[C:14](=[CH:15][CH:16]=[CH:17][CH:18]=2)[C:13]1=[O:22].B(F)(F)F.C([O-])(O)=O.[Na+]. The catalyst is C(OCC)C. The product is [O:22]=[C:13]1[C:14]2[C:19](=[CH:18][CH:17]=[CH:16][CH:15]=2)[C:20](=[O:21])[N:12]1[CH2:11][CH:3]([C:2](=[O:1])[CH3:9])[C:4]([O:6][CH2:7][CH3:8])=[O:5]. The yield is 0.870. (2) The reactants are [C:1]1([CH3:7])[CH:6]=[CH:5][CH:4]=[CH:3][CH:2]=1.[C:8]1([C:24]2[CH:36]=[C:35]3[C:27]([C:28]4[CH:29]=[CH:30][C:31](B(O)O)=[CH:32][C:33]=4[C:34]3([CH2:45][CH2:46][CH2:47][CH2:48][CH2:49][CH2:50][CH2:51][CH3:52])[CH2:37][CH2:38][CH2:39][CH2:40][CH2:41][CH2:42][CH2:43][CH3:44])=[CH:26][CH:25]=2)[C:21]2[C:22]3=[C:23]4[C:18](=[CH:19][CH:20]=2)[CH:17]=[CH:16][CH:15]=[C:14]4[CH:13]=[CH:12][C:11]3=[CH:10][CH:9]=1.C([O-])([O-])=O.[Na+].[Na+]. The catalyst is C1C=CC([P]([Pd]([P](C2C=CC=CC=2)(C2C=CC=CC=2)C2C=CC=CC=2)([P](C2C=CC=CC=2)(C2C=CC=CC=2)C2C=CC=CC=2)[P](C2C=CC=CC=2)(C2C=CC=CC=2)C2C=CC=CC=2)(C2C=CC=CC=2)C2C=CC=CC=2)=CC=1.C(O)C. The product is [CH:5]1[C:6]2[C:1](=[C:7]([C:31]3[CH:32]=[C:33]4[C:28]([C:27]5[CH:26]=[CH:25][C:24]([C:8]6[C:21]7[C:22]8=[C:23]9[C:18](=[CH:19][CH:20]=7)[CH:17]=[CH:16][CH:15]=[C:14]9[CH:13]=[CH:12][C:11]8=[CH:10][CH:9]=6)=[CH:36][C:35]=5[C:34]4([CH2:37][CH2:38][CH2:39][CH2:40][CH2:41][CH2:42][CH2:43][CH3:44])[CH2:45][CH2:46][CH2:47][CH2:48][CH2:49][CH2:50][CH2:51][CH3:52])=[CH:29][CH:30]=3)[C:6]3[C:1]([C:7]=2[C:2]2[C:1]4[C:6]([CH:5]=[C:4]5[C:3]=2[CH:3]=[CH:2][CH:1]=[CH:7]5)=[CH:6][CH:5]=[CH:4][CH:7]=4)=[CH:2][CH:3]=[CH:4][CH:5]=3)[CH:2]=[CH:3][CH:4]=1. The yield is 0.463. (3) The reactants are C[O:2][C:3]([C:5]1[CH:6]=[C:7]([F:14])[CH:8]=[C:9]2[S:13][CH:12]=[N:11][C:10]=12)=[O:4].[OH-].[Li+]. The catalyst is O1CCCC1. The product is [F:14][C:7]1[CH:8]=[C:9]2[S:13][CH:12]=[N:11][C:10]2=[C:5]([C:3]([OH:4])=[O:2])[CH:6]=1. The yield is 0.820. (4) The reactants are O1CCCCC1[N:7]1[C:15]2[C:10](=[CH:11][C:12]([C:16]3[N:20]=[CH:19][N:18](C(C4C=CC=CC=4)(C4C=CC=CC=4)C4C=CC=CC=4)[N:17]=3)=[CH:13][CH:14]=2)[C:9]([C:40]2[CH:41]=[C:42]([NH:46][C:47](=[O:56])[CH2:48][CH2:49]C3C=CC=CC=3)[CH:43]=[CH:44][CH:45]=2)=[N:8]1. The catalyst is Cl.O1CCOCC1. The product is [NH:18]1[CH:19]=[N:20][C:16]([C:12]2[CH:11]=[C:10]3[C:15](=[CH:14][CH:13]=2)[NH:7][N:8]=[C:9]3[C:40]2[CH:41]=[C:42]([NH:46][C:47](=[O:56])[CH2:48][CH3:49])[CH:43]=[CH:44][CH:45]=2)=[N:17]1. The yield is 0.480. (5) The reactants are S(S([O-])=O)([O-])=O.[Na+].[Na+].[CH2:9]([C:11]1[CH:16]=[C:15]([N+:17]([O-])=O)[CH:14]=[C:13]([CH2:20][CH3:21])[C:12]=1[NH:22][S:23]([C:26]1[CH:31]=[CH:30][C:29]([CH3:32])=[CH:28][CH:27]=1)(=[O:25])=[O:24])[CH3:10].C(=O)([O-])[O-].[K+].[K+]. The catalyst is O.O1CCCC1. The product is [NH2:17][C:15]1[CH:16]=[C:11]([CH2:9][CH3:10])[C:12]([NH:22][S:23]([C:26]2[CH:31]=[CH:30][C:29]([CH3:32])=[CH:28][CH:27]=2)(=[O:25])=[O:24])=[C:13]([CH2:20][CH3:21])[CH:14]=1. The yield is 0.250. (6) The reactants are [F:1][C:2]1[CH:9]=[C:8]([F:10])[CH:7]=[CH:6][C:3]=1[CH2:4]Br.[CH2:11]([O:13][C:14](=[O:35])[C:15]1[CH:20]=[CH:19][N:18]=[C:17]([N:21]2[C:25]([CH3:26])=[CH:24][CH:23]=[C:22]2[C:27]2[CH:32]=[C:31]([Cl:33])[CH:30]=[CH:29][C:28]=2[OH:34])[CH:16]=1)[CH3:12].C([O-])([O-])=O.[K+].[K+]. The catalyst is CN(C=O)C.CCOC(C)=O. The product is [CH2:11]([O:13][C:14](=[O:35])[C:15]1[CH:20]=[CH:19][N:18]=[C:17]([N:21]2[C:25]([CH3:26])=[CH:24][CH:23]=[C:22]2[C:27]2[CH:32]=[C:31]([Cl:33])[CH:30]=[CH:29][C:28]=2[O:34][CH2:4][C:3]2[CH:6]=[CH:7][C:8]([F:10])=[CH:9][C:2]=2[F:1])[CH:16]=1)[CH3:12]. The yield is 0.810. (7) The reactants are [F:1][C:2]1[CH:34]=[C:33]([F:35])[CH:32]=[CH:31][C:3]=1[O:4][C:5]1[CH:10]=[CH:9][C:8]([S:11]([CH3:14])(=[O:13])=[O:12])=[CH:7][C:6]=1[C:15]1[C:16]2[CH:25]=[C:24]([C:26](OCC)=[O:27])[NH:23][C:17]=2[C:18](=[O:22])[N:19]([CH3:21])[CH:20]=1.[H-].[Al+3].[Li+].[H-].[H-].[H-]. The catalyst is O1CCCC1. The product is [F:1][C:2]1[CH:34]=[C:33]([F:35])[CH:32]=[CH:31][C:3]=1[O:4][C:5]1[CH:10]=[CH:9][C:8]([S:11]([CH3:14])(=[O:12])=[O:13])=[CH:7][C:6]=1[C:15]1[C:16]2[CH:25]=[C:24]([CH2:26][OH:27])[NH:23][C:17]=2[C:18](=[O:22])[N:19]([CH3:21])[CH:20]=1. The yield is 0.550. (8) The product is [OH:5][CH2:6][C:8]1[CH:12]=[C:11]([CH2:13][NH:14][C:15]([O:17][C:18]([CH3:21])([CH3:20])[CH3:19])=[O:16])[O:10][N:9]=1. The catalyst is C(O)C. The yield is 0.910. The reactants are [BH4-].[Na+].C([O:5][C:6]([C:8]1[CH:12]=[C:11]([CH2:13][NH:14][C:15]([O:17][C:18]([CH3:21])([CH3:20])[CH3:19])=[O:16])[O:10][N:9]=1)=O)C. (9) The reactants are C(=O)([O-])[O-].[K+].[K+].[OH:7][C:8]1[CH:9]=[C:10]([CH:15]=[CH:16][C:17]=1[O:18][CH3:19])[C:11]([O:13][CH3:14])=[O:12].Br[CH2:21][CH2:22][CH2:23][Cl:24]. The catalyst is CN(C=O)C. The product is [Cl:24][CH2:23][CH2:22][CH2:21][O:7][C:8]1[CH:9]=[C:10]([CH:15]=[CH:16][C:17]=1[O:18][CH3:19])[C:11]([O:13][CH3:14])=[O:12]. The yield is 0.940.